This data is from NCI-60 drug combinations with 297,098 pairs across 59 cell lines. The task is: Regression. Given two drug SMILES strings and cell line genomic features, predict the synergy score measuring deviation from expected non-interaction effect. Drug 1: CC1C(C(CC(O1)OC2CC(CC3=C2C(=C4C(=C3O)C(=O)C5=C(C4=O)C(=CC=C5)OC)O)(C(=O)CO)O)N)O. Drug 2: CCN(CC)CCNC(=O)C1=C(NC(=C1C)C=C2C3=C(C=CC(=C3)F)NC2=O)C. Cell line: SK-OV-3. Synergy scores: CSS=61.0, Synergy_ZIP=-1.52, Synergy_Bliss=-2.84, Synergy_Loewe=-6.35, Synergy_HSA=3.20.